Dataset: Full USPTO retrosynthesis dataset with 1.9M reactions from patents (1976-2016). Task: Predict the reactants needed to synthesize the given product. Given the product [NH2:8][C:9]1[CH:10]=[CH:11][C:12]([C:15]([O:17][CH2:18][CH3:19])=[O:16])=[N:13][CH:14]=1, predict the reactants needed to synthesize it. The reactants are: C(OC([NH:8][C:9]1[CH:10]=[CH:11][C:12]([C:15]([O:17][C:18](C)(C)[CH3:19])=[O:16])=[N:13][CH:14]=1)=O)(C)(C)C.C(O)(C(F)(F)F)=O.